This data is from Full USPTO retrosynthesis dataset with 1.9M reactions from patents (1976-2016). The task is: Predict the reactants needed to synthesize the given product. Given the product [CH2:18]([O:17][C:15]1[CH2:14][CH2:13][O:7][C:8](=[O:26])[CH:9]=1)[C:19]1[CH:20]=[CH:21][CH:22]=[CH:23][CH:24]=1, predict the reactants needed to synthesize it. The reactants are: B(F)(F)F.CC[O:7][CH2:8][CH3:9].OCC[C:13]#[C:14][C:15]([O:17][CH2:18][C:19]1[CH:24]=[CH:23][CH:22]=[CH:21][CH:20]=1)=O.C(=O)(O)[O-:26].[Na+].